This data is from Forward reaction prediction with 1.9M reactions from USPTO patents (1976-2016). The task is: Predict the product of the given reaction. Given the reactants [CH2:1]([O:8][C@@H:9]1[CH2:13][CH2:12][CH2:11][C@H:10]1[N:14]1[C:18]([C:19]2[CH:24]=[CH:23][CH:22]=[CH:21][CH:20]=2)=[C:17]([C:25]([O:27]C)=[O:26])[N:16]=[CH:15]1)[C:2]1[CH:7]=[CH:6][CH:5]=[CH:4][CH:3]=1.O.[OH-].[Li+].C1COCC1.CO, predict the reaction product. The product is: [CH2:1]([O:8][C@@H:9]1[CH2:13][CH2:12][CH2:11][C@H:10]1[N:14]1[C:18]([C:19]2[CH:24]=[CH:23][CH:22]=[CH:21][CH:20]=2)=[C:17]([C:25]([OH:27])=[O:26])[N:16]=[CH:15]1)[C:2]1[CH:7]=[CH:6][CH:5]=[CH:4][CH:3]=1.